Dataset: Catalyst prediction with 721,799 reactions and 888 catalyst types from USPTO. Task: Predict which catalyst facilitates the given reaction. (1) Reactant: [CH3:1][O:2][C:3]1[CH:4]=[C:5]([NH:11][C:12](=[NH:24])[CH2:13][C:14]([C:16]2[CH:21]=[CH:20][CH:19]=[C:18]([O:22][CH3:23])[CH:17]=2)=[O:15])[CH:6]=[CH:7][C:8]=1[O:9][CH3:10].[C:25](OC)(=[O:28])[C:26]#[CH:27]. Product: [NH2:24][C:12]1[N:11]([C:5]2[CH:6]=[CH:7][C:8]([O:9][CH3:10])=[C:3]([O:2][CH3:1])[CH:4]=2)[C:25](=[O:28])[CH:26]=[CH:27][C:13]=1[C:14](=[O:15])[C:16]1[CH:21]=[CH:20][CH:19]=[C:18]([O:22][CH3:23])[CH:17]=1. The catalyst class is: 5. (2) Reactant: C([N:8]1[CH2:13][CH2:12][CH:11]([NH:14][C:15]2[CH:20]=[C:19]([N:21]3[C:29]4[C:24](=[CH:25][C:26]([S:30]([CH3:33])(=[O:32])=[O:31])=[CH:27][CH:28]=4)[CH2:23][CH2:22]3)[N:18]=[CH:17][N:16]=2)[CH2:10][CH2:9]1)C1C=CC=CC=1.C(N(C(C)C)CC)(C)C.ClC(OC(Cl)C)=O. Product: [CH3:33][S:30]([C:26]1[CH:25]=[C:24]2[C:29](=[CH:28][CH:27]=1)[N:21]([C:19]1[N:18]=[CH:17][N:16]=[C:15]([NH:14][CH:11]3[CH2:12][CH2:13][NH:8][CH2:9][CH2:10]3)[CH:20]=1)[CH2:22][CH2:23]2)(=[O:32])=[O:31]. The catalyst class is: 2. (3) Reactant: CC(O)(C)C.[K].[Br:7][C:8]1[CH:13]=[CH:12][C:11]([NH:14][C:15](=[O:17])[CH3:16])=[C:10]([C:18]([C:20]2[CH:21]=[N:22][CH:23]=[CH:24][CH:25]=2)=O)[CH:9]=1. Product: [Br:7][C:8]1[CH:9]=[C:10]2[C:11](=[CH:12][CH:13]=1)[NH:14][C:15](=[O:17])[CH:16]=[C:18]2[C:20]1[CH:21]=[N:22][CH:23]=[CH:24][CH:25]=1. The catalyst class is: 57. (4) Reactant: [CH2:1]([Sn:5](Cl)([CH2:10][CH2:11][CH2:12][CH3:13])[CH2:6][CH2:7][CH2:8][CH3:9])[CH2:2][CH2:3][CH3:4].[S:15]1[CH:19]=[CH:18][N:17]2[CH:20]=[N:21][C:22]([C:23]([O:25][CH3:26])=[O:24])=[C:16]12.C[Si]([N-][Si](C)(C)C)(C)C.[Li+].CCCCCC.P([O-])([O-])([O-])=O. Product: [CH2:1]([Sn:5]([CH2:10][CH2:11][CH2:12][CH3:13])([CH2:6][CH2:7][CH2:8][CH3:9])[C:19]1[S:15][C:16]2=[C:22]([C:23]([O:25][CH3:26])=[O:24])[N:21]=[CH:20][N:17]2[CH:18]=1)[CH2:2][CH2:3][CH3:4]. The catalyst class is: 266. (5) Reactant: CC[O-].[Na+].[C:5]1([SH:11])[CH:10]=[CH:9][CH:8]=[CH:7][CH:6]=1.Br[CH:13]([CH:22]([CH3:24])[CH3:23])[C:14]([C:16]1[CH:21]=[CH:20][CH:19]=[CH:18][CH:17]=1)=[O:15].O. Product: [CH3:23][CH:22]([CH3:24])[CH:13]([S:11][C:5]1[CH:10]=[CH:9][CH:8]=[CH:7][CH:6]=1)[C:14]([C:16]1[CH:21]=[CH:20][CH:19]=[CH:18][CH:17]=1)=[O:15]. The catalyst class is: 8. (6) Reactant: O1CCOCC1.[Cl:7][C:8]1[N:12]=[CH:11][N:10]([C:13]2[CH:18]=[CH:17][C:16]([N+:19]([O-])=O)=[CH:15][C:14]=2[O:22][CH3:23])[N:9]=1.[S-2].[Na+].[Na+]. Product: [Cl:7][C:8]1[N:12]=[CH:11][N:10]([C:13]2[CH:18]=[CH:17][C:16]([NH2:19])=[CH:15][C:14]=2[O:22][CH3:23])[N:9]=1. The catalyst class is: 6.